Dataset: Full USPTO retrosynthesis dataset with 1.9M reactions from patents (1976-2016). Task: Predict the reactants needed to synthesize the given product. (1) Given the product [C:7]([C:9]1[CH:10]=[C:11]([C:27]([NH:29][CH2:30][C:31]2[CH:36]=[CH:35][C:34]([S:37]([CH3:40])(=[O:39])=[O:38])=[CH:33][CH:32]=2)=[O:28])[C:12](=[O:26])[N:13]([C:16]2[CH:21]=[CH:20][CH:19]=[C:18]([C:22]([F:25])([F:24])[F:23])[CH:17]=2)[C:14]=1[CH3:15])(=[O:6])[CH3:8], predict the reactants needed to synthesize it. The reactants are: Cl.C([O:6][C:7]([C:9]1[CH:10]=[C:11]([C:27]([NH:29][CH2:30][C:31]2[CH:36]=[CH:35][C:34]([S:37]([CH3:40])(=[O:39])=[O:38])=[CH:33][CH:32]=2)=[O:28])[C:12](=[O:26])[N:13]([C:16]2[CH:21]=[CH:20][CH:19]=[C:18]([C:22]([F:25])([F:24])[F:23])[CH:17]=2)[C:14]=1[CH3:15])=[CH2:8])CCC.C(=O)([O-])O.[Na+]. (2) Given the product [Br:25][C:5]1[CH:4]=[C:3]([F:2])[C:11]2[O:10][CH:9]([CH:12]3[CH2:17][CH2:16][NH:15][CH2:14][CH2:13]3)[CH2:8][C:7]=2[CH:6]=1, predict the reactants needed to synthesize it. The reactants are: Cl.[F:2][C:3]1[C:11]2[O:10][CH:9]([CH:12]3[CH2:17][CH2:16][NH:15][CH2:14][CH2:13]3)[CH2:8][C:7]=2[CH:6]=[CH:5][CH:4]=1.C1C(=O)N([Br:25])C(=O)C1. (3) Given the product [Br:1][C:2]1[CH:9]=[CH:8][C:5]([C:6]([NH2:7])=[O:13])=[C:4]([F:10])[C:3]=1[CH3:11], predict the reactants needed to synthesize it. The reactants are: [Br:1][C:2]1[CH:9]=[CH:8][C:5]([C:6]#[N:7])=[C:4]([F:10])[C:3]=1[CH3:11].C(O)(C(F)(F)F)=[O:13].S(=O)(=O)(O)O. (4) Given the product [CH3:8][O:7][C:5](=[O:6])[C:4]1[CH:9]=[CH:10][C:11]([NH2:12])=[C:2]([NH:1][CH2:20][CH2:21][CH3:22])[CH:3]=1, predict the reactants needed to synthesize it. The reactants are: [NH2:1][C:2]1[CH:3]=[C:4]([CH:9]=[CH:10][C:11]=1[NH2:12])[C:5]([O:7][CH3:8])=[O:6].C(=O)([O-])[O-].[K+].[K+].I[CH2:20][CH2:21][CH3:22]. (5) Given the product [Cl:7][C:6]1[C:1]([N+:18]([O-:20])=[O:19])=[CH:2][C:3]([O:9][C:10]2[CH:11]=[CH:12][C:13]([Cl:17])=[CH:14][C:15]=2[Cl:16])=[C:4]([OH:8])[CH:5]=1, predict the reactants needed to synthesize it. The reactants are: [CH:1]1[C:6]([Cl:7])=[CH:5][C:4]([OH:8])=[C:3]([O:9][C:10]2[CH:11]=[CH:12][C:13]([Cl:17])=[CH:14][C:15]=2[Cl:16])[CH:2]=1.[N+:18]([O-])([OH:20])=[O:19].